From a dataset of TCR-epitope binding with 47,182 pairs between 192 epitopes and 23,139 TCRs. Binary Classification. Given a T-cell receptor sequence (or CDR3 region) and an epitope sequence, predict whether binding occurs between them. (1) The epitope is VTEHDTLLY. The TCR CDR3 sequence is CASSPLGGSLPNSPLHF. Result: 0 (the TCR does not bind to the epitope). (2) The epitope is YIFFASFYY. The TCR CDR3 sequence is CASSRLGQATLGETQYF. Result: 0 (the TCR does not bind to the epitope). (3) The epitope is HSKKKCDEL. Result: 1 (the TCR binds to the epitope). The TCR CDR3 sequence is CAISERHLTDTQYF. (4) The epitope is SQASSRSSSR. The TCR CDR3 sequence is CASRLYEQYF. Result: 0 (the TCR does not bind to the epitope). (5) The epitope is RIFTIGTVTLK. The TCR CDR3 sequence is CASGAGGVETQYF. Result: 0 (the TCR does not bind to the epitope). (6) The epitope is LSDDAVVCFNSTY. The TCR CDR3 sequence is CASSYWGLLGYTF. Result: 1 (the TCR binds to the epitope). (7) The epitope is TPRVTGGGAM. The TCR CDR3 sequence is CASKLGPAAYEQYF. Result: 1 (the TCR binds to the epitope). (8) The epitope is EILDITPCSF. The TCR CDR3 sequence is CASSYLGPGELFF. Result: 0 (the TCR does not bind to the epitope). (9) The epitope is GLCTLVAML. The TCR CDR3 sequence is CATSRVNPQETQYF. Result: 1 (the TCR binds to the epitope). (10) Result: 0 (the TCR does not bind to the epitope). The epitope is KAYNVTQAF. The TCR CDR3 sequence is CASTGLDQETQYF.